This data is from NCI-60 drug combinations with 297,098 pairs across 59 cell lines. The task is: Regression. Given two drug SMILES strings and cell line genomic features, predict the synergy score measuring deviation from expected non-interaction effect. Drug 1: CC1=C2C(C(=O)C3(C(CC4C(C3C(C(C2(C)C)(CC1OC(=O)C(C(C5=CC=CC=C5)NC(=O)OC(C)(C)C)O)O)OC(=O)C6=CC=CC=C6)(CO4)OC(=O)C)OC)C)OC. Drug 2: C1C(C(OC1N2C=C(C(=O)NC2=O)F)CO)O. Cell line: T-47D. Synergy scores: CSS=35.4, Synergy_ZIP=4.32, Synergy_Bliss=4.21, Synergy_Loewe=-14.3, Synergy_HSA=4.78.